This data is from Retrosynthesis with 50K atom-mapped reactions and 10 reaction types from USPTO. The task is: Predict the reactants needed to synthesize the given product. (1) Given the product NCc1ccc(F)c(-c2cccc(CO)c2)c1, predict the reactants needed to synthesize it. The reactants are: NCc1ccc(F)c(Br)c1.OCc1cccc(B(O)O)c1. (2) Given the product CC(C)NC(=O)C1CCc2[nH]c3ncnc(Cl)c3c2C1, predict the reactants needed to synthesize it. The reactants are: CC(C)N.CCOC(=O)C1CCc2[nH]c3ncnc(Cl)c3c2C1.